Dataset: Catalyst prediction with 721,799 reactions and 888 catalyst types from USPTO. Task: Predict which catalyst facilitates the given reaction. (1) Reactant: [Br:1][C:2]1[CH:7]=[CH:6][C:5]([N:8]2[CH:19]([CH2:20]I)[CH2:18][C:17]3[C:22]4[C:9]2=[N:10][CH:11]=[N:12][C:13]=4[CH:14]=[C:15]([O:25][CH3:26])[C:16]=3[O:23][CH3:24])=[C:4]([F:27])[CH:3]=1.C1CCN2C(=NCCC2)CC1. Product: [Br:1][C:2]1[CH:7]=[CH:6][C:5]([N:8]2[C:19]([CH3:20])=[CH:18][C:17]3[C:22]4[C:9]2=[N:10][CH:11]=[N:12][C:13]=4[CH:14]=[C:15]([O:25][CH3:26])[C:16]=3[O:23][CH3:24])=[C:4]([F:27])[CH:3]=1. The catalyst class is: 648. (2) Reactant: C[O:2][C:3](=[O:22])[C:4]1[CH:9]=[CH:8][C:7]([C:10]#[C:11][Si](C)(C)C)=[C:6]([O:16][CH2:17][CH2:18][CH2:19][O:20][CH3:21])[CH:5]=1.[OH-].[K+]. Product: [C:10]([C:7]1[CH:8]=[CH:9][C:4]([C:3]([OH:22])=[O:2])=[CH:5][C:6]=1[O:16][CH2:17][CH2:18][CH2:19][O:20][CH3:21])#[CH:11]. The catalyst class is: 5. (3) Reactant: C([CH:8]1[C:20]2[C:21]3[N:12]([CH2:13][CH:14]([C:22]([O:24][C:25]([CH3:28])([CH3:27])[CH3:26])=[O:23])[NH:15][C:16]=3[CH:17]=[CH:18][CH:19]=2)[CH2:11][CH2:10][NH:9]1)C1C=CC=CC=1. Product: [CH2:8]1[C:20]2[C:21]3[N:12]([CH2:13][CH:14]([C:22]([O:24][C:25]([CH3:28])([CH3:27])[CH3:26])=[O:23])[NH:15][C:16]=3[CH:17]=[CH:18][CH:19]=2)[CH2:11][CH2:10][NH:9]1. The catalyst class is: 19. (4) Reactant: [NH2:1][CH2:2][CH2:3][CH2:4][C@@H:5]1[N:10]2[C:11]3[C:20]4[C:15](=[CH:16][CH:17]=[CH:18][CH:19]=4)[N:14]=[C:13]([NH2:21])[C:12]=3[N:22]=[C:9]2[CH2:8][O:7][CH2:6]1.C(N(CC)CC)C.[C:30](Cl)(=[O:34])[CH:31]([CH3:33])[CH3:32]. Product: [NH2:21][C:13]1[C:12]2[N:22]=[C:9]3[CH2:8][O:7][CH2:6][C@H:5]([CH2:4][CH2:3][CH2:2][NH:1][C:30](=[O:34])[CH:31]([CH3:33])[CH3:32])[N:10]3[C:11]=2[C:20]2[C:15](=[CH:16][CH:17]=[CH:18][CH:19]=2)[N:14]=1. The catalyst class is: 2. (5) Reactant: C1(P(C2C=CC=CC=2)C2C=CC=CC=2)C=CC=CC=1.C1COCC1.C(Br)(Br)(Br)[Br:26].[CH2:30]([NH:42][C:43](=[O:63])[C:44]1[CH:49]=[C:48]([C:50]2[CH:55]=[CH:54][CH:53]=[C:52]([O:56][CH3:57])[CH:51]=2)[C:47]([O:58][CH2:59][CH2:60]O)=[C:46]([Br:62])[CH:45]=1)[CH2:31][CH2:32][CH2:33][CH2:34][CH2:35][CH2:36][CH2:37][CH2:38][CH2:39][CH2:40][CH3:41]. Product: [CH2:30]([NH:42][C:43](=[O:63])[C:44]1[CH:49]=[C:48]([C:50]2[CH:55]=[CH:54][CH:53]=[C:52]([O:56][CH3:57])[CH:51]=2)[C:47]([O:58][CH2:59][CH2:60][Br:26])=[C:46]([Br:62])[CH:45]=1)[CH2:31][CH2:32][CH2:33][CH2:34][CH2:35][CH2:36][CH2:37][CH2:38][CH2:39][CH2:40][CH3:41]. The catalyst class is: 25. (6) Reactant: [CH:1]1[CH:2]=[N:3][C:4]([N:7]2[CH2:12][CH2:11][N:10]([CH2:13][CH2:14][CH2:15][CH2:16][N:17]3[C:27](=[O:28])[CH2:26][C:21]4([CH2:25][CH2:24][CH2:23][CH2:22]4)[CH2:20][C:18]3=[O:19])[CH2:9][CH2:8]2)=[N:5][CH:6]=1.C1(S(N2C(C3C=CC=CC=3)O2)(=O)=[O:36])C=CC=CC=1.C(Cl)Cl.CO.[NH4+].[OH-]. Product: [CH2:23]1[CH2:22][C:21]2([CH:26]([OH:36])[C:27](=[O:28])[N:17]([CH2:16][CH2:15][CH2:14][CH2:13][N:10]3[CH2:11][CH2:12][N:7]([C:4]4[N:3]=[CH:2][CH:1]=[CH:6][N:5]=4)[CH2:8][CH2:9]3)[C:18](=[O:19])[CH2:20]2)[CH2:25][CH2:24]1. The catalyst class is: 182. (7) Reactant: [Cl:1][C:2]1[CH:3]=[CH:4][C:5]([O:25][CH3:26])=[C:6]([C:8]2[C:12]([NH:13][C:14]([C:16]3[CH:17]=[N:18][N:19]4[CH:24]=[CH:23][CH:22]=[N:21][C:20]=34)=[O:15])=[CH:11][NH:10][N:9]=2)[CH:7]=1.I[CH:28]1[CH2:31][N:30](C(OC(C)(C)C)=O)[CH2:29]1.C(=O)([O-])[O-].[Cs+].[Cs+]. Product: [NH:30]1[CH2:31][CH:28]([N:10]2[CH:11]=[C:12]([NH:13][C:14]([C:16]3[CH:17]=[N:18][N:19]4[CH:24]=[CH:23][CH:22]=[N:21][C:20]=34)=[O:15])[C:8]([C:6]3[CH:7]=[C:2]([Cl:1])[CH:3]=[CH:4][C:5]=3[O:25][CH3:26])=[N:9]2)[CH2:29]1. The catalyst class is: 9.